This data is from Peptide-MHC class I binding affinity with 185,985 pairs from IEDB/IMGT. The task is: Regression. Given a peptide amino acid sequence and an MHC pseudo amino acid sequence, predict their binding affinity value. This is MHC class I binding data. (1) The peptide sequence is WMNHHAITY. The MHC is BoLA-D18.4 with pseudo-sequence BoLA-D18.4. The binding affinity (normalized) is 0.460. (2) The peptide sequence is SLAIDAYPL. The MHC is HLA-A26:01 with pseudo-sequence HLA-A26:01. The binding affinity (normalized) is 0.0847. (3) The peptide sequence is KTNDFAPAW. The MHC is HLA-A02:03 with pseudo-sequence HLA-A02:03. The binding affinity (normalized) is 0.0847. (4) The peptide sequence is NSDTVDWSW. The MHC is HLA-A69:01 with pseudo-sequence HLA-A69:01. The binding affinity (normalized) is 0.0847. (5) The MHC is Patr-B1301 with pseudo-sequence Patr-B1301. The binding affinity (normalized) is 0.755. The peptide sequence is YPKVTKYLPL.